The task is: Predict the product of the given reaction.. This data is from Forward reaction prediction with 1.9M reactions from USPTO patents (1976-2016). (1) Given the reactants [CH2:1]([O:8][C:9]1C=C[C:3](OC(C)COC)=[C:2](C=1)[C:1]([O:8][CH3:9])=O)[C:2]1C=CC=C[CH:3]=1.[OH:25][C:26]1[CH:27]=[C:28]([CH:33]=[C:34]([O:36][C:37]2[CH:42]=[CH:41][C:40]([S:43]([CH3:46])(=[O:45])=[O:44])=[CH:39][CH:38]=2)[CH:35]=1)[C:29]([O:31][CH3:32])=[O:30].COC[C@H](O)C, predict the reaction product. The product is: [CH3:9][O:8][CH2:1][C@@H:2]([O:25][C:26]1[CH:27]=[C:28]([CH:33]=[C:34]([O:36][C:37]2[CH:42]=[CH:41][C:40]([S:43]([CH3:46])(=[O:45])=[O:44])=[CH:39][CH:38]=2)[CH:35]=1)[C:29]([O:31][CH3:32])=[O:30])[CH3:3]. (2) Given the reactants [NH2:1][C:2]1[C:7]([F:8])=[C:6]([C:9]2[CH:14]=[CH:13][C:12]([N+:15]([O-:17])=[O:16])=[CH:11][CH:10]=2)[N:5]=[C:4]([C:18]([O:20]C)=[O:19])[C:3]=1[Cl:22].[OH-].[Na+], predict the reaction product. The product is: [NH2:1][C:2]1[C:7]([F:8])=[C:6]([C:9]2[CH:14]=[CH:13][C:12]([N+:15]([O-:17])=[O:16])=[CH:11][CH:10]=2)[N:5]=[C:4]([C:18]([OH:20])=[O:19])[C:3]=1[Cl:22].